This data is from Reaction yield outcomes from USPTO patents with 853,638 reactions. The task is: Predict the reaction yield, written as a fraction of the theoretical maximum amount of product (1.0 means a 100% yield; for example, 0.34 means a 34% yield). (1) The reactants are [Cl:1][C:2]1[CH:7]=[C:6]([Cl:8])[CH:5]=[CH:4][C:3]=1[S:9]([NH:12][C:13]1[CH:18]=[CH:17][C:16]([CH2:19][OH:20])=[CH:15][CH:14]=1)(=[O:11])=[O:10]. The catalyst is C(Cl)(Cl)Cl.[O-2].[O-2].[Mn+4]. The product is [Cl:1][C:2]1[CH:7]=[C:6]([Cl:8])[CH:5]=[CH:4][C:3]=1[S:9]([NH:12][C:13]1[CH:18]=[CH:17][C:16]([CH:19]=[O:20])=[CH:15][CH:14]=1)(=[O:10])=[O:11]. The yield is 0.670. (2) The reactants are [NH2:1][C:2]1[CH:3]=[C:4]([NH:9][C:10](=[O:22])[C:11]2[CH:16]=[CH:15][CH:14]=[C:13]([C:17]([C:20]#[N:21])([CH3:19])[CH3:18])[CH:12]=2)[CH:5]=[CH:6][C:7]=1[CH3:8].C(N(CC)CC)C.[CH2:30]([O:32][C:33]1[N:34]=[C:35]2[CH:41]=[C:40]([C:42](Cl)=[O:43])[S:39][C:36]2=[N:37][CH:38]=1)[CH3:31].O. The catalyst is C(Cl)Cl. The product is [C:20]([C:17]([C:13]1[CH:12]=[C:11]([CH:16]=[CH:15][CH:14]=1)[C:10]([NH:9][C:4]1[CH:5]=[CH:6][C:7]([CH3:8])=[C:2]([NH:1][C:42]([C:40]2[S:39][C:36]3=[N:37][CH:38]=[C:33]([O:32][CH2:30][CH3:31])[N:34]=[C:35]3[CH:41]=2)=[O:43])[CH:3]=1)=[O:22])([CH3:19])[CH3:18])#[N:21]. The yield is 0.0700.